This data is from Catalyst prediction with 721,799 reactions and 888 catalyst types from USPTO. The task is: Predict which catalyst facilitates the given reaction. (1) Reactant: [Cl:1][C:2]1[CH:24]=[CH:23][C:5]([C:6]([C:8]2[CH:13]=[CH:12][C:11]([NH:14][C:15](=[O:22])[CH2:16][C:17]([O:19]CC)=[O:18])=[CH:10][CH:9]=2)=[O:7])=[CH:4][CH:3]=1.CCO.[OH-].[K+].Cl. Product: [Cl:1][C:2]1[CH:3]=[CH:4][C:5]([C:6]([C:8]2[CH:9]=[CH:10][C:11]([NH:14][C:15](=[O:22])[CH2:16][C:17]([OH:19])=[O:18])=[CH:12][CH:13]=2)=[O:7])=[CH:23][CH:24]=1. The catalyst class is: 6. (2) The catalyst class is: 283. Product: [F:1][C:2]1[CH:8]=[CH:7][CH:6]=[CH:5][C:3]=1[NH:4][C:15](=[O:24])[CH:16]=[CH:17][C:18]1[CH:23]=[CH:22][CH:21]=[CH:20][CH:19]=1. Reactant: [F:1][C:2]1[CH:8]=[CH:7][CH:6]=[CH:5][C:3]=1[NH2:4].C(=O)([O-])[O-].[K+].[K+].[C:15](Cl)(=[O:24])[CH:16]=[CH:17][C:18]1[CH:23]=[CH:22][CH:21]=[CH:20][CH:19]=1. (3) Reactant: [F:1][C:2]([F:16])([F:15])[C:3]1[CH:4]=[CH:5][C:6]([N:9]2[CH2:14][CH2:13][NH:12][CH2:11][CH2:10]2)=[N:7][CH:8]=1.C[O:18][C:19](=[O:24])[CH2:20][CH2:21][CH2:22]Br.C(=O)([O-])[O-].[K+].[K+].[I-].[K+].[OH-].[Li+:34]. Product: [Li+:34].[F:16][C:2]([F:1])([F:15])[C:3]1[CH:4]=[CH:5][C:6]([N:9]2[CH2:10][CH2:11][N:12]([CH2:22][CH2:21][CH2:20][C:19]([O-:24])=[O:18])[CH2:13][CH2:14]2)=[N:7][CH:8]=1. The catalyst class is: 47. (4) Reactant: C([O:5][C:6]1[CH2:10][C:9]([CH3:12])([CH3:11])[C:8](=[O:13])[CH:7]=1)C(C)C.Cl. Product: [CH3:11][C:9]1([CH3:12])[CH2:10][C:6](=[O:5])[CH2:7][C:8]1=[O:13]. The catalyst class is: 1.